From a dataset of Reaction yield outcomes from USPTO patents with 853,638 reactions. Predict the reaction yield, written as a fraction of the theoretical maximum amount of product (1.0 means a 100% yield; for example, 0.34 means a 34% yield). (1) The reactants are [NH:1]([C:3]1[CH:8]=[C:7]([C:9]#[N:10])[CH:6]=[CH:5][N:4]=1)[NH2:2].C([O:13][C:14](=O)[CH:15]([C:19]1[CH:24]=[CH:23][CH:22]=[CH:21][CH:20]=1)[C:16](=O)[CH3:17])C. No catalyst specified. The product is [OH:13][C:14]1[N:1]([C:3]2[CH:8]=[C:7]([C:9]#[N:10])[CH:6]=[CH:5][N:4]=2)[N:2]=[C:16]([CH3:17])[C:15]=1[C:19]1[CH:24]=[CH:23][CH:22]=[CH:21][CH:20]=1. The yield is 0.290. (2) The yield is 0.500. The reactants are [C:1]([C:3]1[CH:8]=[CH:7][C:6]([S:9](Cl)(=[O:11])=[O:10])=[CH:5][CH:4]=1)#[N:2].[CH2:13]([O:16][C:17]1[CH:30]=[CH:29][C:20]([CH2:21][NH:22][CH2:23][C:24]2[O:25][CH:26]=[CH:27][CH:28]=2)=[CH:19][CH:18]=1)[CH2:14][CH3:15].C(N(CC)CC)C. The product is [C:1]([C:3]1[CH:8]=[CH:7][C:6]([S:9]([N:22]([CH2:21][C:20]2[CH:19]=[CH:18][C:17]([O:16][CH2:13][CH2:14][CH3:15])=[CH:30][CH:29]=2)[CH2:23][C:24]2[O:25][CH:26]=[CH:27][CH:28]=2)(=[O:11])=[O:10])=[CH:5][CH:4]=1)#[N:2]. The catalyst is C(Cl)Cl.O.